The task is: Predict the product of the given reaction.. This data is from Forward reaction prediction with 1.9M reactions from USPTO patents (1976-2016). (1) Given the reactants [Cl:1][C:2]1[CH:10]=[CH:9][CH:8]=[CH:7][C:3]=1[C:4]([OH:6])=O.[CH2:11]([NH:13][CH2:14][C:15]([CH2:21][NH:22][C:23]1[CH:31]=[CH:30][CH:29]=[C:28]2[C:24]=1[CH:25]=[N:26][N:27]2[C:32]1[CH:37]=[CH:36][C:35]([F:38])=[CH:34][CH:33]=1)([OH:20])[C:16]([F:19])([F:18])[F:17])[CH3:12], predict the reaction product. The product is: [Cl:1][C:2]1[CH:10]=[CH:9][CH:8]=[CH:7][C:3]=1[C:4]([N:13]([CH2:11][CH3:12])[CH2:14][C:15]([CH2:21][NH:22][C:23]1[CH:31]=[CH:30][CH:29]=[C:28]2[C:24]=1[CH:25]=[N:26][N:27]2[C:32]1[CH:33]=[CH:34][C:35]([F:38])=[CH:36][CH:37]=1)([OH:20])[C:16]([F:17])([F:19])[F:18])=[O:6]. (2) Given the reactants [F:1][C:2]1[CH:3]=[CH:4][C:5]2[O:9][C:8]([C:10]3[C:19]([N:20]4[C:29]5[C:24](=[CH:25][C:26]([O:30][CH3:31])=[CH:27][CH:28]=5)[CH2:23][CH2:22][CH2:21]4)=[N:18][C:17]4[C:12](=[CH:13][CH:14]=[C:15]([C:32]([O:34]C)=[O:33])[CH:16]=4)[N:11]=3)=[CH:7][C:6]=2[CH:36]=1.[OH-].[Na+], predict the reaction product. The product is: [F:1][C:2]1[CH:3]=[CH:4][C:5]2[O:9][C:8]([C:10]3[C:19]([N:20]4[C:29]5[C:24](=[CH:25][C:26]([O:30][CH3:31])=[CH:27][CH:28]=5)[CH2:23][CH2:22][CH2:21]4)=[N:18][C:17]4[C:12](=[CH:13][CH:14]=[C:15]([C:32]([OH:34])=[O:33])[CH:16]=4)[N:11]=3)=[CH:7][C:6]=2[CH:36]=1.